Dataset: NCI-60 drug combinations with 297,098 pairs across 59 cell lines. Task: Regression. Given two drug SMILES strings and cell line genomic features, predict the synergy score measuring deviation from expected non-interaction effect. (1) Cell line: HCC-2998. Synergy scores: CSS=24.1, Synergy_ZIP=1.23, Synergy_Bliss=0.560, Synergy_Loewe=-16.3, Synergy_HSA=1.20. Drug 1: CN1CCC(CC1)COC2=C(C=C3C(=C2)N=CN=C3NC4=C(C=C(C=C4)Br)F)OC. Drug 2: CN(CC1=CN=C2C(=N1)C(=NC(=N2)N)N)C3=CC=C(C=C3)C(=O)NC(CCC(=O)O)C(=O)O. (2) Drug 1: C1C(C(OC1N2C=NC3=C2NC=NCC3O)CO)O. Drug 2: C1C(C(OC1N2C=NC(=NC2=O)N)CO)O. Cell line: T-47D. Synergy scores: CSS=1.76, Synergy_ZIP=-1.75, Synergy_Bliss=-5.85, Synergy_Loewe=-2.20, Synergy_HSA=-4.34. (3) Drug 1: CC(CN1CC(=O)NC(=O)C1)N2CC(=O)NC(=O)C2. Drug 2: C(=O)(N)NO. Cell line: OVCAR3. Synergy scores: CSS=15.3, Synergy_ZIP=-2.49, Synergy_Bliss=2.26, Synergy_Loewe=-0.720, Synergy_HSA=0.0567. (4) Drug 1: C1=CC(=CC=C1CC(C(=O)O)N)N(CCCl)CCCl.Cl. Drug 2: CC1=C2C(C(=O)C3(C(CC4C(C3C(C(C2(C)C)(CC1OC(=O)C(C(C5=CC=CC=C5)NC(=O)C6=CC=CC=C6)O)O)OC(=O)C7=CC=CC=C7)(CO4)OC(=O)C)O)C)OC(=O)C. Cell line: SK-MEL-2. Synergy scores: CSS=32.9, Synergy_ZIP=-0.949, Synergy_Bliss=1.63, Synergy_Loewe=-41.3, Synergy_HSA=0.0217. (5) Drug 1: CN1C(=O)N2C=NC(=C2N=N1)C(=O)N. Drug 2: CC1=C(N=C(N=C1N)C(CC(=O)N)NCC(C(=O)N)N)C(=O)NC(C(C2=CN=CN2)OC3C(C(C(C(O3)CO)O)O)OC4C(C(C(C(O4)CO)O)OC(=O)N)O)C(=O)NC(C)C(C(C)C(=O)NC(C(C)O)C(=O)NCCC5=NC(=CS5)C6=NC(=CS6)C(=O)NCCC[S+](C)C)O. Cell line: BT-549. Synergy scores: CSS=17.5, Synergy_ZIP=-6.20, Synergy_Bliss=0.734, Synergy_Loewe=-20.6, Synergy_HSA=-2.41.